Dataset: Reaction yield outcomes from USPTO patents with 853,638 reactions. Task: Predict the reaction yield, written as a fraction of the theoretical maximum amount of product (1.0 means a 100% yield; for example, 0.34 means a 34% yield). (1) The yield is 0.860. The product is [O:1]1[CH2:6][CH2:5][CH:4]([O:7][S:16]([CH3:15])(=[O:18])=[O:17])[CH2:3][CH2:2]1. The catalyst is C(Cl)Cl. The reactants are [O:1]1[CH2:6][CH2:5][CH:4]([OH:7])[CH2:3][CH2:2]1.C(N(CC)CC)C.[CH3:15][S:16](Cl)(=[O:18])=[O:17]. (2) The reactants are [Br:1][C:2]1[CH:9]=[CH:8][C:5]([CH:6]=[O:7])=[CH:4][CH:3]=1.[C:10]1([Mg]Br)[CH:15]=[CH:14][CH:13]=[CH:12][CH:11]=1. The catalyst is C1COCC1. The product is [Br:1][C:2]1[CH:9]=[CH:8][C:5]([CH:6]([C:10]2[CH:15]=[CH:14][CH:13]=[CH:12][CH:11]=2)[OH:7])=[CH:4][CH:3]=1. The yield is 0.650.